Dataset: Forward reaction prediction with 1.9M reactions from USPTO patents (1976-2016). Task: Predict the product of the given reaction. (1) Given the reactants [Br:1][C:2]1[CH:3]=[C:4]([CH2:9][CH:10]([C:19]2[CH:24]=[CH:23][CH:22]=[CH:21][CH:20]=2)[C:11]([C:13]2[CH:18]=[CH:17][CH:16]=[CH:15][CH:14]=2)=[O:12])[CH:5]=[CH:6][C:7]=1I.[C:25]([N:29]1[C:33](=[O:34])[CH:32]=[CH:31][S:30]1(=[O:36])=[O:35])([CH3:28])([CH3:27])[CH3:26].C(N(CC)CC)C, predict the reaction product. The product is: [Br:1][C:2]1[CH:3]=[C:4]([CH2:9][CH:10]([C:19]2[CH:24]=[CH:23][CH:22]=[CH:21][CH:20]=2)[C:11](=[O:12])[C:13]2[CH:18]=[CH:17][CH:16]=[CH:15][CH:14]=2)[CH:5]=[CH:6][C:7]=1[C:31]1[S:30](=[O:35])(=[O:36])[N:29]([C:25]([CH3:27])([CH3:26])[CH3:28])[C:33](=[O:34])[CH:32]=1. (2) Given the reactants [Br:1][C:2]1[C:7]2[O:8][CH2:9][C:10](=[O:12])[NH:11][C:6]=2[N:5]=[CH:4][CH:3]=1.[C:13](=O)([O-])[O-].[K+].[K+].CI, predict the reaction product. The product is: [Br:1][C:2]1[C:7]2[O:8][CH2:9][C:10](=[O:12])[N:11]([CH3:13])[C:6]=2[N:5]=[CH:4][CH:3]=1. (3) Given the reactants [Cl:1][C:2]1[C:10]2[N:9]=[C:8]3[N:11]([C:15]4[C:16]([CH3:23])=[N:17][C:18]([O:21][CH3:22])=[CH:19][CH:20]=4)[CH2:12][CH2:13][CH2:14][N:7]3[C:6]=2[C:5]([CH:24]([O:27][CH:28]=[CH2:29])[CH2:25][CH3:26])=[CH:4][CH:3]=1.[CH2:30]([Zn]CC)C.ICI, predict the reaction product. The product is: [Cl:1][C:2]1[C:10]2[N:9]=[C:8]3[N:11]([C:15]4[C:16]([CH3:23])=[N:17][C:18]([O:21][CH3:22])=[CH:19][CH:20]=4)[CH2:12][CH2:13][CH2:14][N:7]3[C:6]=2[C:5]([CH:24]([O:27][CH:28]2[CH2:30][CH2:29]2)[CH2:25][CH3:26])=[CH:4][CH:3]=1. (4) The product is: [Cl:1][C:2]1[C:3]([O:12][CH2:13][CH:14]2[CH2:19][CH2:18][CH:17]=[CH:16][CH2:15]2)=[CH:4][C:5]([F:11])=[C:6]([CH:10]=1)[C:7]([NH:24][S:21]([CH3:20])(=[O:23])=[O:22])=[O:8]. Given the reactants [Cl:1][C:2]1[C:3]([O:12][CH2:13][CH:14]2[CH2:19][CH2:18][CH:17]=[CH:16][CH2:15]2)=[CH:4][C:5]([F:11])=[C:6]([CH:10]=1)[C:7](O)=[O:8].[CH3:20][S:21]([NH2:24])(=[O:23])=[O:22].CN(C(ON1N=NC2C=CC=CC1=2)=[N+](C)C)C.F[P-](F)(F)(F)(F)F.CCN(C(C)C)C(C)C, predict the reaction product. (5) Given the reactants [CH:1]([C:3]1([CH2:16][CH2:17][O:18][Si:19]([C:22]([CH3:25])([CH3:24])[CH3:23])([CH3:21])[CH3:20])[CH2:8][CH2:7][N:6]([C:9]([O:11][C:12]([CH3:15])([CH3:14])[CH3:13])=[O:10])[CH2:5][CH2:4]1)=[O:2].C[Li].[C:28](=O)(O)[O-].[Na+], predict the reaction product. The product is: [OH:2][CH:1]([C:3]1([CH2:16][CH2:17][O:18][Si:19]([C:22]([CH3:25])([CH3:24])[CH3:23])([CH3:20])[CH3:21])[CH2:4][CH2:5][N:6]([C:9]([O:11][C:12]([CH3:14])([CH3:15])[CH3:13])=[O:10])[CH2:7][CH2:8]1)[CH3:28]. (6) Given the reactants [C:1]([NH:9][CH:10]([C:16](=[O:18])[CH3:17])[CH2:11][C:12]([O:14][CH3:15])=[O:13])(=O)[C:2]1[CH:7]=[CH:6][CH:5]=[CH:4][CH:3]=1.C(=O)([O-])[O-].[Na+].[Na+], predict the reaction product. The product is: [CH3:17][C:16]1[O:18][C:1]([C:2]2[CH:3]=[CH:4][CH:5]=[CH:6][CH:7]=2)=[N:9][C:10]=1[CH2:11][C:12]([O:14][CH3:15])=[O:13]. (7) Given the reactants [C:1]([S:5]([C:8]1[CH:9]=[C:10]2[C:15](=[CH:16][C:17]=1[F:18])[N:14]=[CH:13][N:12]=[C:11]2O)(=[O:7])=[O:6])([CH3:4])([CH3:3])[CH3:2].O=P(Cl)(Cl)[Cl:22].[CH3:25][C:26]1[C:27]([NH2:32])=[N:28][NH:29][C:30]=1[CH3:31], predict the reaction product. The product is: [ClH:22].[C:1]([S:5]([C:8]1[CH:9]=[C:10]2[C:15](=[CH:16][C:17]=1[F:18])[N:14]=[CH:13][N:12]=[C:11]2[NH:32][C:27]1[C:26]([CH3:25])=[C:30]([CH3:31])[NH:29][N:28]=1)(=[O:7])=[O:6])([CH3:4])([CH3:3])[CH3:2]. (8) The product is: [Cl:1][C:2]1[CH:3]=[C:4]2[N:15]([C:16]([C:17]3[CH:18]=[CH:19][CH:20]=[CH:21][CH:22]=3)([C:29]3[CH:34]=[CH:33][CH:32]=[CH:31][CH:30]=3)[C:23]3[CH:28]=[CH:27][CH:26]=[CH:25][CH:24]=3)[N:14]=[C:13]3[C:5]2=[C:6]([CH2:8][CH2:9][N:10]3[CH2:11][CH3:12])[N:7]=1. Given the reactants [Cl:1][C:2]1[N:7]=[C:6]([CH2:8][CH2:9][NH:10][CH2:11][CH3:12])[C:5]2[C:13](I)=[N:14][N:15]([C:16]([C:29]3[CH:34]=[CH:33][CH:32]=[CH:31][CH:30]=3)([C:23]3[CH:28]=[CH:27][CH:26]=[CH:25][CH:24]=3)[C:17]3[CH:22]=[CH:21][CH:20]=[CH:19][CH:18]=3)[C:4]=2[CH:3]=1.CC([O-])(C)C.[Na+].C1COCC1, predict the reaction product. (9) The product is: [CH3:7][C:2](=[CH2:1])[C:3]#[C:4][CH2:5][O:6][SiH:27]([CH:29]([CH3:31])[CH3:30])[CH:24]([CH3:26])[CH3:25]. Given the reactants [CH3:1][C:2](=[CH2:7])[C:3]#[C:4][CH2:5][OH:6].CN(C1C=CC=CN=1)C.C(N(CC)CC)C.[CH:24]([SiH:27]([CH:29]([CH3:31])[CH3:30])Cl)([CH3:26])[CH3:25], predict the reaction product. (10) Given the reactants [CH2:1]([C:3]1[C:8](=[O:9])[NH:7][C:6]([CH3:10])=[C:5]([C:11]2[CH:12]=[N:13][CH:14]=[C:15]([C:17]([OH:19])=O)[CH:16]=2)[CH:4]=1)[CH3:2].[NH:20]1[CH2:24][CH2:23][CH2:22][CH2:21]1, predict the reaction product. The product is: [CH2:1]([C:3]1[C:8](=[O:9])[NH:7][C:6]([CH3:10])=[C:5]([C:11]2[CH:12]=[N:13][CH:14]=[C:15]([C:17]([N:20]3[CH2:24][CH2:23][CH2:22][CH2:21]3)=[O:19])[CH:16]=2)[CH:4]=1)[CH3:2].